This data is from NCI-60 drug combinations with 297,098 pairs across 59 cell lines. The task is: Regression. Given two drug SMILES strings and cell line genomic features, predict the synergy score measuring deviation from expected non-interaction effect. (1) Drug 1: CC=C1C(=O)NC(C(=O)OC2CC(=O)NC(C(=O)NC(CSSCCC=C2)C(=O)N1)C(C)C)C(C)C. Drug 2: N.N.Cl[Pt+2]Cl. Cell line: HCT116. Synergy scores: CSS=68.4, Synergy_ZIP=-1.09, Synergy_Bliss=-3.93, Synergy_Loewe=-7.32, Synergy_HSA=-2.26. (2) Drug 1: CN(C)N=NC1=C(NC=N1)C(=O)N. Drug 2: C1=CC(=CC=C1C#N)C(C2=CC=C(C=C2)C#N)N3C=NC=N3. Cell line: SNB-75. Synergy scores: CSS=1.30, Synergy_ZIP=-0.00743, Synergy_Bliss=0.516, Synergy_Loewe=-2.93, Synergy_HSA=-1.22. (3) Drug 1: CC1=C(C=C(C=C1)NC2=NC=CC(=N2)N(C)C3=CC4=NN(C(=C4C=C3)C)C)S(=O)(=O)N.Cl. Drug 2: C1=C(C(=O)NC(=O)N1)F. Cell line: SF-268. Synergy scores: CSS=17.3, Synergy_ZIP=-6.36, Synergy_Bliss=4.36, Synergy_Loewe=-0.952, Synergy_HSA=2.02.